From a dataset of Forward reaction prediction with 1.9M reactions from USPTO patents (1976-2016). Predict the product of the given reaction. (1) The product is: [CH3:18][C:15]1[CH:16]=[CH:17][C:12]([N:11]2[C:21](=[O:23])[NH:1][C:2]3[N:3]=[CH:4][CH:5]=[CH:6][C:7]=3[S:8]2(=[O:10])=[O:9])=[N:13][C:14]=1[CH3:19]. Given the reactants [NH2:1][C:2]1[C:7]([S:8]([NH:11][C:12]2[CH:17]=[CH:16][C:15]([CH3:18])=[C:14]([CH3:19])[N:13]=2)(=[O:10])=[O:9])=[CH:6][CH:5]=[CH:4][N:3]=1.Cl[C:21](Cl)([O:23]C(=O)OC(Cl)(Cl)Cl)Cl, predict the reaction product. (2) Given the reactants C[O:2][C:3]([C:5]1[CH:9]=[C:8]([C:10]2[CH:11]=[N:12][N:13]([CH3:15])[CH:14]=2)[N:7]([C:16]2[N:17]=[N:18][C:19](Cl)=[CH:20][CH:21]=2)[N:6]=1)=[O:4].[CH3:23][O-:24].[Na+].O.Cl, predict the reaction product. The product is: [CH3:23][O:24][C:19]1[N:18]=[N:17][C:16]([N:7]2[C:8]([C:10]3[CH:11]=[N:12][N:13]([CH3:15])[CH:14]=3)=[CH:9][C:5]([C:3]([OH:2])=[O:4])=[N:6]2)=[CH:21][CH:20]=1. (3) The product is: [OH:1][C:2]1[C:3]([C:18](=[N:39][NH:38][C:36]([C:33]2[S:32][C:31]([C:29]([OH:30])=[O:42])=[CH:35][CH:34]=2)=[O:37])[CH3:19])=[N:4][N:5]([CH3:17])[C:6]=1[C:7]1[CH:12]=[CH:11][C:10]([C:13]([F:16])([F:15])[F:14])=[CH:9][CH:8]=1. Given the reactants [OH:1][C:2]1[C:3]([C:18](=O)[CH3:19])=[N:4][N:5]([CH3:17])[C:6]=1[C:7]1[CH:12]=[CH:11][C:10]([C:13]([F:16])([F:15])[F:14])=[CH:9][CH:8]=1.N1C=CC(CN[C:29]([C:31]2[S:32][C:33]([C:36]([NH:38][NH2:39])=[O:37])=[CH:34][CH:35]=2)=[O:30])=CC=1.CS(C)=[O:42], predict the reaction product. (4) Given the reactants C1(C)C=CC=CC=1.[F:8][C:9]1[CH:14]=[CH:13][C:12]([C@@:15]2(O)[CH2:20][CH2:19][N:18]([C:21]([O:23][C:24]([CH3:27])([CH3:26])[CH3:25])=[O:22])[CH2:17][C@@H:16]2[O:28][C:29](=[O:34])[C:30]([CH3:33])([CH3:32])[CH3:31])=[CH:11][CH:10]=1.C([N+](CC)(CC)S(NC(=O)OC)(=O)=O)C, predict the reaction product. The product is: [F:8][C:9]1[CH:10]=[CH:11][C:12]([C:15]2[C@@H:16]([O:28][C:29](=[O:34])[C:30]([CH3:31])([CH3:32])[CH3:33])[CH2:17][N:18]([C:21]([O:23][C:24]([CH3:27])([CH3:26])[CH3:25])=[O:22])[CH2:19][CH:20]=2)=[CH:13][CH:14]=1. (5) Given the reactants [N+:1]([C:4]1[CH:5]=[C:6](/[CH:16]=[CH:17]/[C:18]([O:20][C:21]([CH3:24])([CH3:23])[CH3:22])=[O:19])[CH:7]=[CH:8][C:9]=1[C:10]1[CH:15]=[CH:14][CH:13]=[CH:12][CH:11]=1)([O-])=O, predict the reaction product. The product is: [NH2:1][C:4]1[CH:5]=[C:6]([CH2:16][CH2:17][C:18]([O:20][C:21]([CH3:24])([CH3:23])[CH3:22])=[O:19])[CH:7]=[CH:8][C:9]=1[C:10]1[CH:15]=[CH:14][CH:13]=[CH:12][CH:11]=1. (6) Given the reactants [Br:1][C:2]1[CH:9]=[C:8](F)[CH:7]=[CH:6][C:3]=1[CH:4]=[O:5].[CH2:11]([O:18][C:19]1[CH:20]=[C:21]([OH:25])[CH:22]=[CH:23][CH:24]=1)[C:12]1[CH:17]=[CH:16][CH:15]=[CH:14][CH:13]=1.C(=O)([O-])[O-].[K+].[K+].CN(C=O)C, predict the reaction product. The product is: [CH2:11]([O:18][C:19]1[CH:20]=[C:21]([CH:22]=[CH:23][CH:24]=1)[O:25][C:8]1[CH:7]=[CH:6][C:3]([CH:4]=[O:5])=[C:2]([Br:1])[CH:9]=1)[C:12]1[CH:13]=[CH:14][CH:15]=[CH:16][CH:17]=1. (7) The product is: [F:1][C:2]1[CH:7]=[CH:6][C:5]([S:8][C:9]2[C:10]([C:23]([OH:25])=[O:24])=[N:11][C:12]([S:15][C:16]3[CH:21]=[CH:20][C:19]([F:22])=[CH:18][CH:17]=3)=[CH:13][CH:14]=2)=[CH:4][CH:3]=1. Given the reactants [F:1][C:2]1[CH:7]=[CH:6][C:5]([S:8][C:9]2[C:10]([C:23]([O:25]C(C)(C)C)=[O:24])=[N:11][C:12]([S:15][C:16]3[CH:21]=[CH:20][C:19]([F:22])=[CH:18][CH:17]=3)=[CH:13][CH:14]=2)=[CH:4][CH:3]=1, predict the reaction product.